This data is from Reaction yield outcomes from USPTO patents with 853,638 reactions. The task is: Predict the reaction yield, written as a fraction of the theoretical maximum amount of product (1.0 means a 100% yield; for example, 0.34 means a 34% yield). (1) The reactants are [Br:1][C:2]1[CH:7]=[CH:6][C:5]([O:8][CH3:9])=[CH:4][C:3]=1[CH2:10][CH2:11][C:12]([C:14]1[CH:19]=[CH:18][CH:17]=[CH:16][CH:15]=1)=[O:13].Cl[Si](C)(C)[CH3:22].[C:25]([O-:28])(O)=O.[Na+]. The catalyst is C(O)CO. The product is [Br:1][C:2]1[CH:7]=[CH:6][C:5]([O:8][CH3:9])=[CH:4][C:3]=1[CH2:10][CH2:11][C:12]1([C:14]2[CH:15]=[CH:16][CH:17]=[CH:18][CH:19]=2)[O:28][CH2:25][CH2:22][O:13]1. The yield is 0.970. (2) The reactants are Cl[C:2]1[O:3][C:4]([C:7]2[CH:14]=[CH:13][C:10]([C:11]#[N:12])=[C:9]([F:15])[CH:8]=2)=[CH:5][N:6]=1.[NH2:16][C:17]1[CH:18]=[C:19]([NH:23][S:24]([CH3:27])(=[O:26])=[O:25])[CH:20]=[CH:21][CH:22]=1. The catalyst is CC(O)C. The product is [C:11]([C:10]1[CH:13]=[CH:14][C:7]([C:4]2[O:3][C:2]([NH:16][C:17]3[CH:18]=[C:19]([NH:23][S:24]([CH3:27])(=[O:26])=[O:25])[CH:20]=[CH:21][CH:22]=3)=[N:6][CH:5]=2)=[CH:8][C:9]=1[F:15])#[N:12]. The yield is 0.840. (3) The reactants are [CH3:1][C:2]1[O:6][C:5]([C:7]2[CH:12]=[CH:11][C:10]([CH3:13])=[CH:9][CH:8]=2)=[N:4][C:3]=1[CH2:14][CH2:15][O:16][C:17]1[CH:18]=[C:19]2[C:23](=[CH:24][CH:25]=1)[C@H:22]([CH2:26][C:27]([O:29]CC)=[O:28])[CH2:21][CH2:20]2.[Li+].[OH-].O.Cl. The catalyst is C1COCC1.CCO. The product is [CH3:1][C:2]1[O:6][C:5]([C:7]2[CH:8]=[CH:9][C:10]([CH3:13])=[CH:11][CH:12]=2)=[N:4][C:3]=1[CH2:14][CH2:15][O:16][C:17]1[CH:18]=[C:19]2[C:23](=[CH:24][CH:25]=1)[C@H:22]([CH2:26][C:27]([OH:29])=[O:28])[CH2:21][CH2:20]2. The yield is 0.850. (4) The reactants are Br[C:2]1[CH:13]=[CH:12][C:5]([CH2:6][NH:7][S:8]([CH3:11])(=[O:10])=[O:9])=[C:4]([F:14])[CH:3]=1.[CH2:15]([O:17][C:18](=[O:22])[CH:19](Cl)[CH3:20])[CH3:16].FC(F)(F)C(O)=O.Cl. The catalyst is CN(C)C=O.[Mn]. The product is [F:14][C:4]1[CH:3]=[C:2]([CH:19]([CH3:20])[C:18]([O:17][CH2:15][CH3:16])=[O:22])[CH:13]=[CH:12][C:5]=1[CH2:6][NH:7][S:8]([CH3:11])(=[O:10])=[O:9]. The yield is 0.390. (5) The reactants are [CH3:1][O:2][C:3]1[CH:4]=[C:5]2[C:10](=[CH:11][C:12]=1[O:13][CH3:14])[N:9]=[CH:8][N:7]=[C:6]2[O:15][C:16]1[C:17]([F:23])=[C:18]([CH:20]=[CH:21][CH:22]=1)[NH2:19].[F:24][C:25]([F:45])([F:44])[C:26]([C:29]1[O:33][N:32]=[C:31]([NH:34][C:35](=O)[O:36]C2C=CC=CC=2)[CH:30]=1)([CH3:28])[CH3:27].FC(F)(F)C(C1ON=C(NC(=O)[O-])C=1)(C)C. The catalyst is C1COCC1.CN(C)C1C=CN=CC=1. The product is [CH3:1][O:2][C:3]1[CH:4]=[C:5]2[C:10](=[CH:11][C:12]=1[O:13][CH3:14])[N:9]=[CH:8][N:7]=[C:6]2[O:15][C:16]1[C:17]([F:23])=[C:18]([NH:19][C:35]([NH:34][C:31]2[CH:30]=[C:29]([C:26]([CH3:28])([CH3:27])[C:25]([F:45])([F:44])[F:24])[O:33][N:32]=2)=[O:36])[CH:20]=[CH:21][CH:22]=1. The yield is 0.540. (6) The reactants are [OH:1][C:2]1[CH:3]=[C:4]([C@H:8]2[CH2:12][CH2:11][C@:10]3([CH2:16][CH2:15][NH:14][C:13]3=[O:17])[N:9]2[C:18]([O:20][C:21]([CH3:24])([CH3:23])[CH3:22])=[O:19])[CH:5]=[CH:6][CH:7]=1.[F:25][C:26]1[CH:33]=[CH:32][CH:31]=[CH:30][C:27]=1[CH2:28]Br. No catalyst specified. The product is [F:25][C:26]1[CH:33]=[CH:32][CH:31]=[CH:30][C:27]=1[CH2:28][O:1][C:2]1[CH:3]=[C:4]([C@H:8]2[CH2:12][CH2:11][C@:10]3([CH2:16][CH2:15][NH:14][C:13]3=[O:17])[N:9]2[C:18]([O:20][C:21]([CH3:24])([CH3:23])[CH3:22])=[O:19])[CH:5]=[CH:6][CH:7]=1. The yield is 0.780. (7) The catalyst is C1(C)C=CC=CC=1. The product is [Cl:1][C:2]1[CH:7]=[CH:6][C:5]([N:8]2[C:18](=[O:19])[CH2:17][C:16](=[O:21])[NH:15][C:10]3[CH:11]=[CH:12][CH:13]=[CH:14][C:9]2=3)=[CH:4][CH:3]=1. The reactants are [Cl:1][C:2]1[CH:7]=[CH:6][C:5]([NH:8][C:9]2[C:10]([NH2:15])=[CH:11][CH:12]=[CH:13][CH:14]=2)=[CH:4][CH:3]=1.[C:16](Cl)(=[O:21])[CH2:17][C:18](Cl)=[O:19]. The yield is 0.600. (8) The reactants are [C:1]([O:5][C:6](=[O:18])[C@@H:7]([N:10]1[CH:15]=[CH:14][CH:13]=[C:12]([NH2:16])[C:11]1=[O:17])[CH2:8][CH3:9])([CH3:4])([CH3:3])[CH3:2].C(N(CC)CC)C.[C:26](OC(=O)C)(=[O:28])[CH3:27]. The catalyst is ClCCl. The product is [C:1]([O:5][C:6](=[O:18])[C@@H:7]([N:10]1[CH:15]=[CH:14][CH:13]=[C:12]([NH:16][C:26](=[O:28])[CH3:27])[C:11]1=[O:17])[CH2:8][CH3:9])([CH3:2])([CH3:3])[CH3:4]. The yield is 0.970.